From a dataset of Reaction yield outcomes from USPTO patents with 853,638 reactions. Predict the reaction yield, written as a fraction of the theoretical maximum amount of product (1.0 means a 100% yield; for example, 0.34 means a 34% yield). (1) The reactants are [CH2:1]([O:8][C:9]([NH:11][C:12]1([CH:16]([CH3:20])[C:17]([OH:19])=[O:18])[CH2:15][O:14][CH2:13]1)=[O:10])[C:2]1[CH:7]=[CH:6][CH:5]=[CH:4][CH:3]=1.C(N(CC)CC)C.Br[CH2:29][C:30]([C:32]1[CH:37]=[CH:36][C:35]([C:38]([F:41])([F:40])[F:39])=[CH:34][CH:33]=1)=[O:31]. The catalyst is C(OCC)(=O)C. The product is [CH2:1]([O:8][C:9]([NH:11][C:12]1([CH:16]([CH3:20])[C:17]([O:19][CH2:29][C:30](=[O:31])[C:32]2[CH:33]=[CH:34][C:35]([C:38]([F:39])([F:40])[F:41])=[CH:36][CH:37]=2)=[O:18])[CH2:13][O:14][CH2:15]1)=[O:10])[C:2]1[CH:7]=[CH:6][CH:5]=[CH:4][CH:3]=1. The yield is 0.880. (2) The reactants are N(C(OCC)=O)=NC(OCC)=O.[Br:13][C:14]1[CH:33]=[CH:32][C:17]([NH:18][C:19]2[C:28]3[C:23](=[CH:24][C:25]([OH:31])=[C:26]([O:29][CH3:30])[CH:27]=3)[N:22]=[CH:21][N:20]=2)=[C:16]([F:34])[CH:15]=1.[N:35]1([CH2:40]/[CH:41]=[CH:42]/[CH2:43]O)[CH2:39][CH2:38][CH2:37][CH2:36]1.C1(P(C2C=CC=CC=2)C2C=CC=CC=2)C=CC=CC=1.C(Cl)[Cl:65]. No catalyst specified. The product is [ClH:65].[Br:13][C:14]1[CH:33]=[CH:32][C:17]([NH:18][C:19]2[C:28]3[C:23](=[CH:24][C:25]([O:31][CH2:43]/[CH:42]=[CH:41]/[CH2:40][N:35]4[CH2:39][CH2:38][CH2:37][CH2:36]4)=[C:26]([O:29][CH3:30])[CH:27]=3)[N:22]=[CH:21][N:20]=2)=[C:16]([F:34])[CH:15]=1. The yield is 0.320. (3) The reactants are [S:1](=[O:31])(=[O:30])([O:3][CH2:4][C@H:5]1[CH2:9][C@@H:8]([NH:10][C:11]2[N:16]3[N:17]=[C:18]([C:20]4[CH:25]=[CH:24][CH:23]=[CH:22][CH:21]=4)[CH:19]=[C:15]3[N:14]=[C:13](Cl)[C:12]=2[CH3:27])[C@H:7]([OH:28])[C@@H:6]1[OH:29])[NH2:2]. The catalyst is [Pd].O1CCCC1. The product is [S:1](=[O:31])(=[O:30])([O:3][CH2:4][C@H:5]1[CH2:9][C@@H:8]([NH:10][C:11]2[N:16]3[N:17]=[C:18]([C:20]4[CH:25]=[CH:24][CH:23]=[CH:22][CH:21]=4)[CH:19]=[C:15]3[N:14]=[CH:13][C:12]=2[CH3:27])[C@H:7]([OH:28])[C@@H:6]1[OH:29])[NH2:2]. The yield is 0.130.